Dataset: Forward reaction prediction with 1.9M reactions from USPTO patents (1976-2016). Task: Predict the product of the given reaction. Given the reactants C(=O)([O-])[O-].[Cs+].[Cs+].[CH2:7](Br)[C:8]1[CH:13]=[CH:12][CH:11]=[CH:10][CH:9]=1.C(NCCC1C=C(C=CC=1)O[C:30]([CH3:36])([CH2:34][CH3:35])[C:31]([OH:33])=[O:32])(=O)CCCCCC.CN(C)C=O, predict the reaction product. The product is: [CH2:7]([O:33][C:31](=[O:32])[CH:30]([CH3:36])[CH2:34][CH3:35])[C:8]1[CH:13]=[CH:12][CH:11]=[CH:10][CH:9]=1.